This data is from Forward reaction prediction with 1.9M reactions from USPTO patents (1976-2016). The task is: Predict the product of the given reaction. Given the reactants [CH2:1]([O:8][C:9]([C:11]1([C:25]([O:27]CC2C=CC=CC=2)=[O:26])[CH2:16][CH2:15][CH2:14][N:13]([C:17]([O:19][CH2:20][C:21]([Cl:24])([Cl:23])[Cl:22])=[O:18])[CH2:12]1)=[O:10])[C:2]1[CH:7]=[CH:6][CH:5]=[CH:4][CH:3]=1.[K].C(O)(=O)C, predict the reaction product. The product is: [CH2:1]([O:8][C:9]([C:11]1([C:25]([OH:27])=[O:26])[CH2:16][CH2:15][CH2:14][N:13]([C:17]([O:19][CH2:20][C:21]([Cl:24])([Cl:22])[Cl:23])=[O:18])[CH2:12]1)=[O:10])[C:2]1[CH:3]=[CH:4][CH:5]=[CH:6][CH:7]=1.